Task: Predict the reaction yield, written as a fraction of the theoretical maximum amount of product (1.0 means a 100% yield; for example, 0.34 means a 34% yield).. Dataset: Reaction yield outcomes from USPTO patents with 853,638 reactions (1) The reactants are [CH3:1][O:2][CH:3]=[C:4]1[CH2:13][CH2:12][C:7]2([O:11][CH2:10][CH2:9][O:8]2)[CH2:6][CH2:5]1. The catalyst is C(O)C. The product is [CH3:1][O:2][CH2:3][CH:4]1[CH2:13][CH2:12][C:7]2([O:11][CH2:10][CH2:9][O:8]2)[CH2:6][CH2:5]1. The yield is 0.860. (2) The reactants are C(Cl)Cl.[CH3:4][O:5][CH:6]([C:13]1[CH:18]=[CH:17][CH:16]=[CH:15][C:14]=1[C:19]#[C:20][C:21]1[CH:26]=[CH:25][CH:24]=[CH:23][CH:22]=1)[C:7]#[C:8][Si](C)(C)C.C([O-])([O-])=O.[K+].[K+]. The catalyst is CO. The product is [CH3:4][O:5][CH:6]([C:13]1[CH:18]=[CH:17][CH:16]=[CH:15][C:14]=1[C:19]#[C:20][C:21]1[CH:22]=[CH:23][CH:24]=[CH:25][CH:26]=1)[C:7]#[CH:8]. The yield is 0.740. (3) The reactants are [Br:1][C:2]1[CH:13]=[CH:12][C:5]([O:6][C:7]([CH3:11])([CH3:10])[CH2:8][OH:9])=[CH:4][CH:3]=1.N1C(C)=CC=CC=1C.FC(F)(F)S(O[Si:28]([C:31]([CH3:34])([CH3:33])[CH3:32])([CH3:30])[CH3:29])(=O)=O. The catalyst is ClCCl.C(OCC)(=O)C. The product is [Br:1][C:2]1[CH:13]=[CH:12][C:5]([O:6][C:7]([CH3:10])([CH3:11])[CH2:8][O:9][Si:28]([C:31]([CH3:34])([CH3:33])[CH3:32])([CH3:30])[CH3:29])=[CH:4][CH:3]=1. The yield is 1.00.